This data is from Forward reaction prediction with 1.9M reactions from USPTO patents (1976-2016). The task is: Predict the product of the given reaction. (1) Given the reactants [F:1][C:2]([F:17])([F:16])[C:3]1[CH:4]=[C:5]([C:9]2([OH:15])[CH2:14][CH2:13][NH:12][CH2:11][CH2:10]2)[CH:6]=[N:7][CH:8]=1.Cl[C:19]1[CH:20]=[CH:21][C:22]2[N:23]([C:25]([C:28]([F:31])([F:30])[F:29])=[N:26][N:27]=2)[N:24]=1, predict the reaction product. The product is: [F:17][C:2]([F:1])([F:16])[C:3]1[CH:4]=[C:5]([C:9]2([OH:15])[CH2:10][CH2:11][N:12]([C:19]3[CH:20]=[CH:21][C:22]4[N:23]([C:25]([C:28]([F:29])([F:31])[F:30])=[N:26][N:27]=4)[N:24]=3)[CH2:13][CH2:14]2)[CH:6]=[N:7][CH:8]=1. (2) Given the reactants O[C:2]1[CH:10]=[CH:9][CH:8]=[C:7]2[C:3]=1[CH2:4][NH:5][C:6]2=[O:11].BrCC(OC)=O, predict the reaction product. The product is: [C:6]1(=[O:11])[C:7]2[C:3](=[CH:2][CH:10]=[CH:9][CH:8]=2)[CH2:4][NH:5]1. (3) Given the reactants [CH:1]([O:4][C:5]1[CH:14]=[C:13]([C:15]([F:18])([F:17])[F:16])[C:12]2[C:7](=[CH:8][CH:9]=[C:10]3[NH:22][C@H:21]([CH3:23])[CH2:20][O:19][C:11]3=2)[N:6]=1)([CH3:3])[CH3:2].[BH4-].[Na+], predict the reaction product. The product is: [CH:1]([O:4][C:5]1[CH:14]=[C:13]([C:15]([F:18])([F:17])[F:16])[C:12]2[C:7](=[CH:8][CH:9]=[C:10]3[N:22]([CH2:13][C:15]([F:18])([F:17])[F:16])[C@H:21]([CH3:23])[CH2:20][O:19][C:11]3=2)[N:6]=1)([CH3:3])[CH3:2].